From a dataset of Reaction yield outcomes from USPTO patents with 853,638 reactions. Predict the reaction yield, written as a fraction of the theoretical maximum amount of product (1.0 means a 100% yield; for example, 0.34 means a 34% yield). (1) The reactants are [C:1]1(C)C=CC=C(C#N)C=1.NO.[OH:12][N:13]=[C:14]([NH2:21])[C:15]1[CH:20]=[CH:19][CH:18]=[CH:17][CH:16]=1. The catalyst is CCO. The product is [OH:12][N:13]=[C:14]([NH2:21])[C:15]1[CH:20]=[CH:19][CH:18]=[C:17]([CH3:1])[CH:16]=1. The yield is 0.977. (2) The reactants are [CH3:1][CH:2]1[CH2:7][N:6](C(OCC2C=CC=CC=2)=O)[CH2:5][CH2:4][N:3]1[C:18]([O:20][C:21]([CH3:24])([CH3:23])[CH3:22])=[O:19]. The catalyst is CO.[Pd]. The product is [CH3:1][CH:2]1[CH2:7][NH:6][CH2:5][CH2:4][N:3]1[C:18]([O:20][C:21]([CH3:22])([CH3:24])[CH3:23])=[O:19]. The yield is 0.970. (3) The reactants are ClC(Cl)(O[C:5](=[O:11])OC(Cl)(Cl)Cl)Cl.[O:13]1[CH2:18][CH:17]=[C:16]([C:19]2[N:24]=[C:23]([N:25]3[CH2:30][CH2:29][O:28][CH2:27][CH2:26]3)[N:22]=[C:21]([C:31]3[CH:36]=[CH:35][C:34]([NH2:37])=[CH:33][CH:32]=3)[N:20]=2)[CH2:15][CH2:14]1.[NH2:38][C:39]1[CH:44]=[CH:43][N:42]=[CH:41][CH:40]=1.CCN(CC)CC. The catalyst is C(Cl)Cl. The product is [O:13]1[CH2:14][CH:15]=[C:16]([C:19]2[N:24]=[C:23]([N:25]3[CH2:26][CH2:27][O:28][CH2:29][CH2:30]3)[N:22]=[C:21]([C:31]3[CH:36]=[CH:35][C:34]([NH:37][C:5]([NH:38][C:39]4[CH:44]=[CH:43][N:42]=[CH:41][CH:40]=4)=[O:11])=[CH:33][CH:32]=3)[N:20]=2)[CH2:17][CH2:18]1. The yield is 0.220. (4) The reactants are [N+:1]([C:4]1[CH:9]=[CH:8][C:7]([CH2:10][CH:11]([NH:13][CH2:14][C:15]2[CH:20]=[CH:19][CH:18]=[CH:17][CH:16]=2)[CH3:12])=[CH:6][CH:5]=1)([O-:3])=[O:2].C(O)(=O)[C@@H](C1C=CC=CC=1)O. No catalyst specified. The product is [N+:1]([C:4]1[CH:5]=[CH:6][C:7]([CH2:10][C@@H:11]([NH:13][CH2:14][C:15]2[CH:16]=[CH:17][CH:18]=[CH:19][CH:20]=2)[CH3:12])=[CH:8][CH:9]=1)([O-:3])=[O:2]. The yield is 0.650. (5) The reactants are C([O:5][C:6]([CH:8]1[CH2:12][CH:11]([O:13][C:14]2[C:23]3[C:18](=[C:19]([CH3:26])[C:20]([O:24][CH3:25])=[CH:21][CH:22]=3)[N:17]=[C:16]([C:27]3[CH:32]=[CH:31][C:30]([O:33][CH3:34])=[CH:29][CH:28]=3)[N:15]=2)[CH2:10][CH:9]1[C:35](=[O:47])[NH:36][C:37]1([C:42]([O:44][CH2:45][CH3:46])=[O:43])[CH2:39][CH:38]1[CH:40]=[CH2:41])=[O:7])(C)(C)C.C(O)(C(F)(F)F)=O. The catalyst is ClCCl.C([SiH](CC)CC)C. The product is [CH2:45]([O:44][C:42]([C:37]1([NH:36][C:35]([CH:9]2[CH2:10][CH:11]([O:13][C:14]3[C:23]4[C:18](=[C:19]([CH3:26])[C:20]([O:24][CH3:25])=[CH:21][CH:22]=4)[N:17]=[C:16]([C:27]4[CH:28]=[CH:29][C:30]([O:33][CH3:34])=[CH:31][CH:32]=4)[N:15]=3)[CH2:12][CH:8]2[C:6]([OH:7])=[O:5])=[O:47])[CH2:39][CH:38]1[CH:40]=[CH2:41])=[O:43])[CH3:46]. The yield is 0.880. (6) The reactants are [C:1]1([C:29]2[CH:34]=[CH:33][CH:32]=[CH:31][CH:30]=2)[CH:6]=[CH:5][C:4]([CH2:7][N:8]2[CH:16]=[C:15]3[C:10]([N:11](CC4C=CC(OC)=CC=4)[C:12](=[O:19])[N:13]([CH3:18])[C:14]3=[O:17])=[N:9]2)=[CH:3][CH:2]=1.C(O)(C(F)(F)F)=O.FC(F)(F)S(O)(=O)=O. The catalyst is C(Cl)Cl. The product is [C:1]1([C:29]2[CH:34]=[CH:33][CH:32]=[CH:31][CH:30]=2)[CH:2]=[CH:3][C:4]([CH2:7][N:8]2[CH:16]=[C:15]3[C:10]([NH:11][C:12](=[O:19])[N:13]([CH3:18])[C:14]3=[O:17])=[N:9]2)=[CH:5][CH:6]=1. The yield is 1.00. (7) The reactants are [C:1]([NH:8][CH2:9][CH2:10][C:11]1[CH:18]=[C:17](F)[C:14]([C:15]#[N:16])=[C:13]([F:20])[CH:12]=1)([O:3][C:4]([CH3:7])([CH3:6])[CH3:5])=[O:2].[CH:21]1([CH2:26][OH:27])[CH2:25][CH2:24][CH2:23][CH2:22]1.C[Si]([N-][Si](C)(C)C)(C)C.[Na+]. The catalyst is C1COCC1.O. The product is [C:1]([NH:8][CH2:9][CH2:10][C:11]1[CH:12]=[C:13]([F:20])[C:14]([C:15]#[N:16])=[C:17]([O:27][CH2:26][CH:21]2[CH2:25][CH2:24][CH2:23][CH2:22]2)[CH:18]=1)([O:3][C:4]([CH3:5])([CH3:6])[CH3:7])=[O:2]. The yield is 0.450.